Dataset: Catalyst prediction with 721,799 reactions and 888 catalyst types from USPTO. Task: Predict which catalyst facilitates the given reaction. Reactant: Cl.[NH2:2]O.[C:4]([O-])(=O)[CH3:5].[Na+].[F:9][C:10]([F:48])([F:47])[C:11]1[CH:12]=[C:13]([CH:40]=[C:41]([C:43]([F:46])([F:45])[F:44])[CH:42]=1)[CH2:14][N:15]([C:34](=[O:39])[CH2:35]C(=O)C)[CH:16]1[CH2:22][CH2:21][CH2:20][N:19]([C:23]([O:25][CH:26]([CH3:28])[CH3:27])=[O:24])[C:18]2[CH:29]=[C:30]([Cl:33])[CH:31]=[CH:32][C:17]1=2. Product: [F:47][C:10]([F:9])([F:48])[C:11]1[CH:12]=[C:13]([CH:40]=[C:41]([C:43]([F:44])([F:45])[F:46])[CH:42]=1)[CH2:14][N:15]([C:34]1([CH3:35])[O:39][NH:2][CH:4]=[CH:5]1)[CH:16]1[CH2:22][CH2:21][CH2:20][N:19]([C:23]([O:25][CH:26]([CH3:28])[CH3:27])=[O:24])[C:18]2[CH:29]=[C:30]([Cl:33])[CH:31]=[CH:32][C:17]1=2. The catalyst class is: 5.